Task: Predict the reactants needed to synthesize the given product.. Dataset: Full USPTO retrosynthesis dataset with 1.9M reactions from patents (1976-2016) (1) The reactants are: [F:1][C:2]([F:15])([F:14])[C:3]1[CH:8]=[CH:7][C:6]([CH2:9][CH2:10][C:11](O)=[O:12])=[CH:5][CH:4]=1.O=S(Cl)[Cl:18]. Given the product [F:1][C:2]([F:15])([F:14])[C:3]1[CH:8]=[CH:7][C:6]([CH2:9][CH2:10][C:11]([Cl:18])=[O:12])=[CH:5][CH:4]=1, predict the reactants needed to synthesize it. (2) Given the product [Br:36][C:33]1[CH:34]=[CH:35][C:30]([NH:29][C:27]([C:26]2[CH:25]=[C:24]([NH:23][C:3]([CH:5]3[C:13]4[C:8](=[CH:9][CH:10]=[C:11]([C:14](=[O:18])[CH3:19])[CH:12]=4)[N:7]([CH2:20][CH3:21])[C:6]3=[O:22])=[O:4])[CH:39]=[CH:38][CH:37]=2)=[O:28])=[CH:31][CH:32]=1, predict the reactants needed to synthesize it. The reactants are: CO[C:3]([CH:5]1[C:13]2[C:8](=[CH:9][CH:10]=[C:11]([C:14]3([CH3:19])[O:18]CCO3)[CH:12]=2)[N:7]([CH2:20][CH3:21])[C:6]1=[O:22])=[O:4].[NH2:23][C:24]1[CH:25]=[C:26]([CH:37]=[CH:38][CH:39]=1)[C:27]([NH:29][C:30]1[CH:35]=[CH:34][C:33]([Br:36])=[CH:32][CH:31]=1)=[O:28]. (3) Given the product [C:16]1([CH:15]([OH:22])[C:11]2[CH:12]=[CH:13][C:8]([CH2:7][C:4]3[CH:5]=[CH:6][CH:1]=[CH:2][CH:3]=3)=[CH:9][CH:10]=2)[CH:21]=[CH:20][CH:19]=[CH:18][CH:17]=1, predict the reactants needed to synthesize it. The reactants are: [CH:1]1[CH:6]=[CH:5][C:4]([CH2:7][C:8]2[CH:13]=[CH:12][C:11](Br)=[CH:10][CH:9]=2)=[CH:3][CH:2]=1.[CH:15](=[O:22])[C:16]1[CH:21]=[CH:20][CH:19]=[CH:18][CH:17]=1.BrC1C=CC(C(O)C2C=CC=CC=2)=CC=1. (4) The reactants are: [F:1][C:2]([F:33])([F:32])[C:3]1[CH:27]=[C:26]([C:28]([F:31])([F:30])[F:29])[CH:25]=[CH:24][C:4]=1[CH2:5][N:6]1[C:14]2[C:9](=[CH:10][C:11]([CH:15]=[C:16]3[S:20][C:19](SC)=[N:18][C:17]3=[O:23])=[CH:12][CH:13]=2)[CH:8]=[N:7]1.[NH:34]1[CH2:39][CH2:38][CH2:37][C@@H:36]([C:40]([OH:42])=[O:41])[CH2:35]1. Given the product [F:33][C:2]([F:1])([F:32])[C:3]1[CH:27]=[C:26]([C:28]([F:29])([F:31])[F:30])[CH:25]=[CH:24][C:4]=1[CH2:5][N:6]1[C:14]2[C:9](=[CH:10][C:11]([CH:15]=[C:16]3[S:20][C:19]([N:34]4[CH2:39][CH2:38][CH2:37][C@@H:36]([C:40]([OH:42])=[O:41])[CH2:35]4)=[N:18][C:17]3=[O:23])=[CH:12][CH:13]=2)[CH:8]=[N:7]1, predict the reactants needed to synthesize it. (5) The reactants are: CO[C:3]([C:5]1[C:6]([OH:31])=[C:7]2[C:12](=[CH:13][N:14]=1)[N:11]([CH2:15][C:16]1[CH:21]=[CH:20][CH:19]=[CH:18][CH:17]=1)[C:10](=[O:22])[C:9]([C:23]1[CH:28]=[CH:27][C:26]([C:29]#[N:30])=[CH:25][CH:24]=1)=[CH:8]2)=[O:4].[NH2:32][CH2:33][CH2:34][C:35]([OH:37])=[O:36].C[O-].[Na+]. Given the product [CH2:15]([N:11]1[C:12]2[C:7](=[C:6]([OH:31])[C:5]([C:3]([NH:32][CH2:33][CH2:34][C:35]([OH:37])=[O:36])=[O:4])=[N:14][CH:13]=2)[CH:8]=[C:9]([C:23]2[CH:28]=[CH:27][C:26]([C:29]#[N:30])=[CH:25][CH:24]=2)[C:10]1=[O:22])[C:16]1[CH:21]=[CH:20][CH:19]=[CH:18][CH:17]=1, predict the reactants needed to synthesize it. (6) Given the product [Cl:34][C:7]1[N:6]2[N:13]=[C:14]([CH2:16][CH3:17])[N:15]=[C:5]2[C:4]2[CH:3]=[C:2]([Cl:1])[CH:11]=[N:10][C:9]=2[N:8]=1, predict the reactants needed to synthesize it. The reactants are: [Cl:1][C:2]1[CH:11]=[N:10][C:9]2[N:8]=[C:7](O)[N:6]3[N:13]=[C:14]([CH2:16][CH3:17])[N:15]=[C:5]3[C:4]=2[CH:3]=1.CCN(C(C)C)C(C)C.C([O-])(O)=O.[Na+].O=P(Cl)(Cl)[Cl:34]. (7) Given the product [C:1]([C:5]1[O:9][N:8]=[C:7]([NH:10][C:11]([NH:13][C:14]2[CH:19]=[CH:18][CH:17]=[C:16]([O:20][C:22]3[C:31]4[C:26](=[CH:27][CH:28]=[C:29]([O:32][CH2:33][CH2:34][O:35][CH3:36])[CH:30]=4)[N:25]=[CH:24][N:23]=3)[CH:15]=2)=[O:12])[CH:6]=1)([CH3:4])([CH3:2])[CH3:3], predict the reactants needed to synthesize it. The reactants are: [C:1]([C:5]1[O:9][N:8]=[C:7]([NH:10][C:11]([NH:13][C:14]2[CH:19]=[CH:18][CH:17]=[C:16]([OH:20])[CH:15]=2)=[O:12])[CH:6]=1)([CH3:4])([CH3:3])[CH3:2].O[C:22]1[C:31]2[C:26](=[CH:27][CH:28]=[C:29]([O:32][CH2:33][CH2:34][O:35][CH3:36])[CH:30]=2)[N:25]=[CH:24][N:23]=1. (8) Given the product [C:1]([O:9][C@H:10]1[CH2:15][C@@H:14]([OH:16])[CH2:13][N:12]([C:24]([O:26][CH2:27][C:28]2[CH:33]=[CH:32][CH:31]=[CH:30][CH:29]=2)=[O:25])[CH2:11]1)(=[O:8])[C:2]1[CH:3]=[CH:4][CH:5]=[CH:6][CH:7]=1, predict the reactants needed to synthesize it. The reactants are: [C:1]([O:9][C@H:10]1[CH2:15][C@@H:14]([O:16][Si](C(C)(C)C)(C)C)[CH2:13][N:12]([C:24]([O:26][CH2:27][C:28]2[CH:33]=[CH:32][CH:31]=[CH:30][CH:29]=2)=[O:25])[CH2:11]1)(=[O:8])[C:2]1[CH:7]=[CH:6][CH:5]=[CH:4][CH:3]=1.Cl.C(O)(C)C. (9) Given the product [Cl:18][C:15]1[CH:16]=[CH:17][C:12]([C@H:9]([NH:8][C:4]2[CH:3]=[C:2]([CH:7]=[CH:6][CH:5]=2)[CH:28]=[O:29])[CH2:10][CH3:11])=[CH:13][C:14]=1[CH3:19], predict the reactants needed to synthesize it. The reactants are: Br[C:2]1[CH:3]=[C:4]([NH:8][C@@H:9]([C:12]2[CH:17]=[CH:16][C:15]([Cl:18])=[C:14]([CH3:19])[CH:13]=2)[CH2:10][CH3:11])[CH:5]=[CH:6][CH:7]=1.[Li]C(C)(C)C.CN([CH:28]=[O:29])C. (10) Given the product [C:15]([O:19][C:20]([N:22]1[C@H:27]([CH2:28][N:38]([C:47]([O:49][CH2:50][C:51]2[CH:56]=[CH:55][CH:54]=[CH:53][CH:52]=2)=[O:48])[C@H:37]([C:36]([O:35][CH3:34])=[O:40])[CH3:39])[CH2:26][O:25][CH2:24][C@@H:23]1[CH2:30][CH:31]=[CH2:32])=[O:21])([CH3:18])([CH3:17])[CH3:16], predict the reactants needed to synthesize it. The reactants are: C(O[BH-](OC(=O)C)OC(=O)C)(=O)C.[Na+].[C:15]([O:19][C:20]([N:22]1[C@H:27]([CH:28]=O)[CH2:26][O:25][CH2:24][C@@H:23]1[CH2:30][CH:31]=[CH2:32])=[O:21])([CH3:18])([CH3:17])[CH3:16].Cl.[CH3:34][O:35][C:36](=[O:40])[C@H:37]([CH3:39])[NH2:38].C(=O)([O-])O.[Na+].Cl[C:47]([O:49][CH2:50][C:51]1[CH:56]=[CH:55][CH:54]=[CH:53][CH:52]=1)=[O:48].